Task: Predict the reaction yield, written as a fraction of the theoretical maximum amount of product (1.0 means a 100% yield; for example, 0.34 means a 34% yield).. Dataset: Reaction yield outcomes from USPTO patents with 853,638 reactions (1) The reactants are [NH2:1][C:2]1[C:3]([C:12]([NH2:14])=[O:13])=[N:4][C:5]([C:8]([F:11])([F:10])[F:9])=[CH:6][CH:7]=1.[CH2:15](OC(OCC)OCC)C. No catalyst specified. The product is [F:10][C:8]([F:11])([F:9])[C:5]1[CH:6]=[CH:7][C:2]2[N:1]=[CH:15][NH:14][C:12](=[O:13])[C:3]=2[N:4]=1. The yield is 0.954. (2) The catalyst is CN(C=O)C. The product is [CH2:24]([C:19]1[CH:20]=[N:21][CH:22]=[CH:23][C:18]=1[CH2:17][S:8][C:6]1[N:5]=[C:4]([OH:9])[CH:3]=[C:2]([CH3:1])[N:7]=1)[CH3:25]. The yield is 0.0600. The reactants are [CH3:1][C:2]1[N:7]=[C:6]([SH:8])[N:5]=[C:4]([OH:9])[CH:3]=1.C(=O)([O-])[O-].[K+].[K+].Br[CH2:17][C:18]1[CH:23]=[CH:22][N:21]=[CH:20][C:19]=1[CH2:24][CH3:25]. (3) The reactants are [C:1]([C:4]1[C:9]([C:10]2[CH:15]=[CH:14][CH:13]=[CH:12][CH:11]=2)=[N:8][N:7]([CH2:16][CH3:17])[C:6](=[O:18])[C:5]=1[N+:19]([O-])=O)(=[O:3])[CH3:2].N[C:23]1[CH:31]=[CH:30][CH:29]=[C:28]2[C:24]=1[CH:25]=[CH:26][NH:27]2. The catalyst is C(O)C. The product is [C:1]([C:4]1[C:9]([C:10]2[CH:15]=[CH:14][CH:13]=[CH:12][CH:11]=2)=[N:8][N:7]([CH2:16][CH3:17])[C:6](=[O:18])[C:5]=1[NH:19][C:23]1[CH:31]=[CH:30][CH:29]=[C:28]2[C:24]=1[CH:25]=[CH:26][NH:27]2)(=[O:3])[CH3:2]. The yield is 0.798. (4) The reactants are [Br:1][C:2]1[C:3]([F:21])=[C:4]([N:8]2[CH:13]=[C:12]([O:14][CH3:15])[C:11](=[O:16])[C:10]([C:17]([O:19]C)=[O:18])=[N:9]2)[CH:5]=[CH:6][CH:7]=1.[OH-].[Na+].Cl. The catalyst is CO. The product is [Br:1][C:2]1[C:3]([F:21])=[C:4]([N:8]2[CH:13]=[C:12]([O:14][CH3:15])[C:11](=[O:16])[C:10]([C:17]([OH:19])=[O:18])=[N:9]2)[CH:5]=[CH:6][CH:7]=1. The yield is 0.940. (5) The reactants are I[C:2]1[CH:10]=[CH:9][C:5]([C:6]([OH:8])=[O:7])=[CH:4][C:3]=1[CH3:11].C([O-])(=O)C.[K+].[CH3:17][C:18]1([CH3:34])[C:22]([CH3:24])([CH3:23])[O:21][B:20]([B:20]2[O:21][C:22]([CH3:24])([CH3:23])[C:18]([CH3:34])([CH3:17])[O:19]2)[O:19]1.O. The catalyst is CN(C=O)C.C([O-])(=O)C.[Pd+2].C([O-])(=O)C. The product is [CH3:11][C:3]1[CH:4]=[C:5]([CH:9]=[CH:10][C:2]=1[B:20]1[O:21][C:22]([CH3:24])([CH3:23])[C:18]([CH3:34])([CH3:17])[O:19]1)[C:6]([OH:8])=[O:7]. The yield is 0.880. (6) The reactants are [CH2:1]1[O:3][C@H:2]1[CH2:4][Cl:5].[NH2:6][C:7]1[CH:12]=[CH:11][C:10]([N:13]2[CH2:18][CH2:17][O:16][CH2:15][C:14]2=[O:19])=[CH:9][CH:8]=1. The catalyst is O.C(O)(C)C. The product is [Cl:5][CH2:4][C@H:2]([OH:3])[CH2:1][NH:6][C:7]1[CH:8]=[CH:9][C:10]([N:13]2[CH2:18][CH2:17][O:16][CH2:15][C:14]2=[O:19])=[CH:11][CH:12]=1. The yield is 0.900. (7) The reactants are C(Cl)(=O)C(Cl)=O.[Br:7][C:8]1[N:13]=[CH:12][C:11]([CH2:14][CH2:15][C:16]([CH3:24])([S:20]([CH3:23])(=[O:22])=[O:21])[C:17](O)=[O:18])=[CH:10][CH:9]=1.C[Si](C)(C)[O:27][NH2:28].CO. The catalyst is ClCCl.O.CN(C=O)C. The product is [Br:7][C:8]1[N:13]=[CH:12][C:11]([CH2:14][CH2:15][C:16]([CH3:24])([S:20]([CH3:23])(=[O:22])=[O:21])[C:17]([NH:28][OH:27])=[O:18])=[CH:10][CH:9]=1. The yield is 0.920. (8) The reactants are [Cl:1][C:2]1[N:9]=[C:8]([CH3:10])[CH:7]=[C:6](Cl)[C:3]=1[C:4]#[N:5].CN(C)C=[O:15]. No catalyst specified. The product is [Cl:1][C:2]1[N:9]=[C:8]([CH3:10])[CH:7]=[C:6]([OH:15])[C:3]=1[C:4]#[N:5]. The yield is 0.841. (9) The reactants are [CH2:1]([O:3][C:4]([N:6]1[CH:14]2[CH:9]([C:10](O)([C:15]#[C:16][C:17]3[CH:22]=[CH:21][CH:20]=[CH:19][CH:18]=3)[CH2:11][CH2:12][CH2:13]2)[CH2:8][CH2:7]1)=[O:5])[CH3:2].C(N(CC)CC)C.P(Cl)(Cl)(Cl)=O.[OH-].[Na+].C(O)(=O)CC(CC(O)=O)(C(O)=O)O. No catalyst specified. The product is [CH2:1]([O:3][C:4]([N:6]1[CH:14]2[C:9](=[C:10]([C:15]#[C:16][C:17]3[CH:22]=[CH:21][CH:20]=[CH:19][CH:18]=3)[CH2:11][CH2:12][CH2:13]2)[CH2:8][CH2:7]1)=[O:5])[CH3:2]. The yield is 0.0100. (10) The reactants are Cl[C:2]1[C:7]([N+:8]([O-:10])=[O:9])=[CH:6][C:5]([C:11]([F:14])([F:13])[F:12])=[CH:4][N:3]=1.[C:15]([O:22][CH3:23])(=[O:21])[CH2:16][C:17]([O:19][CH3:20])=[O:18].[H-].[Na+]. The catalyst is C1COCC1.CCOC(C)=O. The product is [N+:8]([C:7]1[C:2]([CH:16]([C:15]([O:22][CH3:23])=[O:21])[C:17]([O:19][CH3:20])=[O:18])=[N:3][CH:4]=[C:5]([C:11]([F:14])([F:13])[F:12])[CH:6]=1)([O-:10])=[O:9]. The yield is 0.560.